This data is from Forward reaction prediction with 1.9M reactions from USPTO patents (1976-2016). The task is: Predict the product of the given reaction. (1) Given the reactants [OH:1][CH:2]1[CH2:7][CH2:6][N:5]([C:8]([O:10][C:11]([CH3:14])([CH3:13])[CH3:12])=[O:9])[CH2:4][CH2:3]1.[Cl:15][C:16]1[N:21]=[C:20](Cl)[CH:19]=[CH:18][N:17]=1.C(=O)([O-])[O-].[Cs+].[Cs+], predict the reaction product. The product is: [Cl:15][C:16]1[N:21]=[C:20]([O:1][CH:2]2[CH2:3][CH2:4][N:5]([C:8]([O:10][C:11]([CH3:14])([CH3:13])[CH3:12])=[O:9])[CH2:6][CH2:7]2)[CH:19]=[CH:18][N:17]=1. (2) Given the reactants [S:1]1[C:5]2[CH:6]=[CH:7][CH:8]=[CH:9][C:4]=2[CH:3]=[C:2]1[C:10]([NH:12][C@H:13]([C:18]([NH:20][CH2:21][CH2:22][CH2:23][C@H:24]([C:37](O)=[O:38])[NH:25][S:26]([C:29]1[CH:34]=[CH:33][C:32]([F:35])=[CH:31][C:30]=1[Cl:36])(=[O:28])=[O:27])=[O:19])[CH2:14][CH:15]([CH3:17])[CH3:16])=[O:11].CN.C[CH2:43][N:44]=C=NCCCN(C)C.Cl.CN1CCOCC1, predict the reaction product. The product is: [S:1]1[C:5]2[CH:6]=[CH:7][CH:8]=[CH:9][C:4]=2[CH:3]=[C:2]1[C:10]([NH:12][C@H:13]([C:18]([NH:20][CH2:21][CH2:22][CH2:23][C@H:24]([C:37]([NH:44][CH3:43])=[O:38])[NH:25][S:26]([C:29]1[CH:34]=[CH:33][C:32]([F:35])=[CH:31][C:30]=1[Cl:36])(=[O:27])=[O:28])=[O:19])[CH2:14][CH:15]([CH3:17])[CH3:16])=[O:11]. (3) Given the reactants [CH3:1][O:2][C:3](=[O:15])[CH2:4][C@H:5]1[C:9]2[CH:10]=[CH:11][C:12]([OH:14])=[CH:13][C:8]=2[O:7][CH2:6]1.[CH2:16]([C:18]1[CH:23]=[C:22]([O:24][CH2:25][CH2:26][CH2:27][S:28]([CH3:31])(=[O:30])=[O:29])[CH:21]=[C:20]([CH2:32][CH3:33])[C:19]=1[C:34]1[CH:39]=[CH:38][CH:37]=[C:36]([CH2:40]O)[CH:35]=1)[CH3:17].C(P(CCCC)CCCC)CCC.N(C(N1CCCCC1)=O)=NC(N1CCCCC1)=O, predict the reaction product. The product is: [CH3:1][O:2][C:3](=[O:15])[CH2:4][C@H:5]1[C:9]2[CH:10]=[CH:11][C:12]([O:14][CH2:40][C:36]3[CH:35]=[C:34]([C:19]4[C:18]([CH2:16][CH3:17])=[CH:23][C:22]([O:24][CH2:25][CH2:26][CH2:27][S:28]([CH3:31])(=[O:29])=[O:30])=[CH:21][C:20]=4[CH2:32][CH3:33])[CH:39]=[CH:38][CH:37]=3)=[CH:13][C:8]=2[O:7][CH2:6]1. (4) Given the reactants Br[C:2]1[C:14]([C:15]([CH3:18])([CH3:17])[CH3:16])=[CH:13][C:12]2[C:11]3[C:6](=[CH:7][C:8](Br)=[C:9]([C:19]([CH3:22])([CH3:21])[CH3:20])[CH:10]=3)[CH2:5][C:4]=2[CH:3]=1.[CH3:24][C:25]1[CH:30]=[CH:29][C:28](OB(O)O)=[CH:27][CH:26]=1.C(=O)([O-])[O-].[Na+].[Na+].Cl, predict the reaction product. The product is: [C:4]1([CH3:5])[CH:12]=[CH:13][C:14]([C:13]2[C:14]([C:15]([CH3:17])([CH3:18])[CH3:16])=[CH:2][C:3]3[C:7]4[C:6](=[CH:11][C:10]([C:28]5[CH:29]=[CH:30][C:25]([CH3:24])=[CH:26][CH:27]=5)=[C:9]([C:19]([CH3:21])([CH3:20])[CH3:22])[CH:8]=4)[CH2:5][C:4]=3[CH:12]=2)=[CH:2][CH:3]=1. (5) Given the reactants [OH:1][C:2]1[CH:7]=[C:6]([CH3:8])[N:5]([C:9]2[O:13][C:12]([C:14]([O:16][CH3:17])=[O:15])=[CH:11][CH:10]=2)[C:4](=[O:18])[CH:3]=1.[Br:19]N1C(=O)CCC1=O.C([O-])([O-])=O.[K+].[K+].[F:33][C:34]1[CH:41]=[C:40]([F:42])[CH:39]=[CH:38][C:35]=1[CH2:36]Br, predict the reaction product. The product is: [Br:19][C:3]1[C:4](=[O:18])[N:5]([C:9]2[O:13][C:12]([C:14]([O:16][CH3:17])=[O:15])=[CH:11][CH:10]=2)[C:6]([CH3:8])=[CH:7][C:2]=1[O:1][CH2:36][C:35]1[CH:38]=[CH:39][C:40]([F:42])=[CH:41][C:34]=1[F:33].